Dataset: NCI-60 drug combinations with 297,098 pairs across 59 cell lines. Task: Regression. Given two drug SMILES strings and cell line genomic features, predict the synergy score measuring deviation from expected non-interaction effect. (1) Drug 1: CC1=C(C(=O)C2=C(C1=O)N3CC4C(C3(C2COC(=O)N)OC)N4)N. Drug 2: C1CNP(=O)(OC1)N(CCCl)CCCl. Cell line: HL-60(TB). Synergy scores: CSS=23.1, Synergy_ZIP=4.68, Synergy_Bliss=4.19, Synergy_Loewe=-61.5, Synergy_HSA=-4.73. (2) Drug 1: COC1=CC(=CC(=C1O)OC)C2C3C(COC3=O)C(C4=CC5=C(C=C24)OCO5)OC6C(C(C7C(O6)COC(O7)C8=CC=CS8)O)O. Drug 2: CCC1(CC2CC(C3=C(CCN(C2)C1)C4=CC=CC=C4N3)(C5=C(C=C6C(=C5)C78CCN9C7C(C=CC9)(C(C(C8N6C)(C(=O)OC)O)OC(=O)C)CC)OC)C(=O)OC)O.OS(=O)(=O)O. Cell line: SNB-75. Synergy scores: CSS=36.6, Synergy_ZIP=-9.67, Synergy_Bliss=-0.625, Synergy_Loewe=-9.78, Synergy_HSA=2.76. (3) Drug 1: C1=C(C(=O)NC(=O)N1)N(CCCl)CCCl. Drug 2: C1=CN(C(=O)N=C1N)C2C(C(C(O2)CO)O)O.Cl. Cell line: HOP-62. Synergy scores: CSS=57.7, Synergy_ZIP=-2.31, Synergy_Bliss=-3.18, Synergy_Loewe=-12.8, Synergy_HSA=-0.609. (4) Drug 1: C1C(C(OC1N2C=C(C(=O)NC2=O)F)CO)O. Drug 2: CN1C(=O)N2C=NC(=C2N=N1)C(=O)N. Cell line: 786-0. Synergy scores: CSS=10.7, Synergy_ZIP=-5.12, Synergy_Bliss=0.650, Synergy_Loewe=-0.658, Synergy_HSA=0.268.